From a dataset of Full USPTO retrosynthesis dataset with 1.9M reactions from patents (1976-2016). Predict the reactants needed to synthesize the given product. (1) Given the product [CH2:26]([O:1][CH2:26][C:15]1[CH:14]=[CH:19][CH:18]=[CH:17][CH:16]=1)[C:15]1[CH:16]=[CH:17][CH:18]=[CH:19][CH:14]=1, predict the reactants needed to synthesize it. The reactants are: [OH-:1].[K+].C(P(C(C)(C)C)C1C=CC=CC=1[C:14]1[C:19](C(C)C)=[CH:18][C:17](C(C)C)=[CH:16][C:15]=1[CH:26](C)C)(C)(C)C. (2) Given the product [CH3:13][O:14][C:15]1[CH:16]=[CH:17][C:18]([C:21]2[CH:22]=[CH:23][C:24]([S:27]([NH:30][CH:31]([CH2:36][CH:37]([OH:39])[CH2:38][S:10][C:8]3[NH:9][C:5]4[CH:4]=[C:3]([O:2][CH3:1])[CH:12]=[CH:11][C:6]=4[N:7]=3)[C:32]([OH:34])=[O:33])(=[O:28])=[O:29])=[CH:25][CH:26]=2)=[CH:19][CH:20]=1, predict the reactants needed to synthesize it. The reactants are: [CH3:1][O:2][C:3]1[CH:12]=[CH:11][C:6]2[N:7]=[C:8]([SH:10])[NH:9][C:5]=2[CH:4]=1.[CH3:13][O:14][C:15]1[CH:20]=[CH:19][C:18]([C:21]2[CH:26]=[CH:25][C:24]([S:27]([NH:30][CH:31]([CH2:36][CH:37]3[O:39][CH2:38]3)[C:32]([O:34]C)=[O:33])(=[O:29])=[O:28])=[CH:23][CH:22]=2)=[CH:17][CH:16]=1. (3) Given the product [CH3:1][NH:2][CH2:7][CH2:8][CH2:9][CH2:10][CH2:11][CH2:12][CH2:13][C:14]([F:20])([F:19])[C:15]([F:18])([F:17])[F:16], predict the reactants needed to synthesize it. The reactants are: [CH3:1][NH2:2].S(C1C=CC(C)=CC=1)(O[CH2:7][CH2:8][CH2:9][CH2:10][CH2:11][CH2:12][CH2:13][C:14]([F:20])([F:19])[C:15]([F:18])([F:17])[F:16])(=O)=O. (4) Given the product [O:16]1[CH2:17][CH2:18][N:13]([CH:2]2[CH2:5][N:4]([C:6]([O:8][C:9]([CH3:12])([CH3:11])[CH3:10])=[O:7])[CH2:3]2)[CH2:14][CH2:15]1, predict the reactants needed to synthesize it. The reactants are: O=[C:2]1[CH2:5][N:4]([C:6]([O:8][C:9]([CH3:12])([CH3:11])[CH3:10])=[O:7])[CH2:3]1.[NH:13]1[CH2:18][CH2:17][O:16][CH2:15][CH2:14]1.[BH-](OC(C)=O)(OC(C)=O)OC(C)=O.[Na+].C([O-])([O-])=O.[Na+].[Na+]. (5) Given the product [Br:1][C:2]1[CH:7]=[C:6]([N+:8]([O-:10])=[O:9])[C:5]([F:11])=[CH:4][C:3]=1[O:27][C:21]1[CH:22]=[CH:23][C:24]([F:26])=[CH:25][C:20]=1[F:19].[Br:1][C:2]1[CH:7]=[C:6]([N+:8]([O-:10])=[O:9])[C:5]([O:27][C:21]2[CH:22]=[CH:23][C:24]([F:26])=[CH:25][C:20]=2[F:19])=[CH:4][C:3]=1[F:12], predict the reactants needed to synthesize it. The reactants are: [Br:1][C:2]1[CH:7]=[C:6]([N+:8]([O-:10])=[O:9])[C:5]([F:11])=[CH:4][C:3]=1[F:12].C(=O)([O-])[O-].[Cs+].[Cs+].[F:19][C:20]1[CH:25]=[C:24]([F:26])[CH:23]=[CH:22][C:21]=1[OH:27].